This data is from CYP1A2 inhibition data for predicting drug metabolism from PubChem BioAssay. The task is: Regression/Classification. Given a drug SMILES string, predict its absorption, distribution, metabolism, or excretion properties. Task type varies by dataset: regression for continuous measurements (e.g., permeability, clearance, half-life) or binary classification for categorical outcomes (e.g., BBB penetration, CYP inhibition). Dataset: cyp1a2_veith. (1) The compound is Cc1noc(C)c1-c1ccc2ncnc(N3CCOCC3)c2c1. The result is 1 (inhibitor). (2) The drug is COc1cccc(-c2ccc3ncnc(N4CCNCC4)c3c2)c1. The result is 1 (inhibitor). (3) The compound is CN1CCc2cc3c(cc2[C@@H]1O)OCO3. The result is 0 (non-inhibitor). (4) The drug is Cc1[nH]n(C(C)(C)C)c(=O)c1Sc1ccccc1. The result is 0 (non-inhibitor). (5) The molecule is NC(N)=NC(N)=Nc1ccc(S(N)(=O)=O)cc1. The result is 0 (non-inhibitor). (6) The compound is CN1CCc2cc(NC(=O)Nc3cccnc3)ccc21. The result is 1 (inhibitor). (7) The compound is O=c1[nH]c(=O)n(Cc2ccco2)c2c1C(C(F)(F)F)(C(F)(F)F)N=C(CCC1CCCCC1)N2. The result is 0 (non-inhibitor).